Predict the reactants needed to synthesize the given product. From a dataset of Full USPTO retrosynthesis dataset with 1.9M reactions from patents (1976-2016). (1) Given the product [CH2:1]([O:5][C:6]1[CH:7]=[C:8](/[CH:13]=[C:14](\[CH3:20])/[C:15]([O:17][CH2:18][CH3:19])=[O:16])[CH:9]=[CH:10][C:11]=1[C:33]1[CH:34]=[CH:35][CH:36]=[C:31]([N:22]([CH3:21])[C:23]([NH:25][CH2:26][CH2:27][CH2:28][CH2:29][CH3:30])=[O:24])[CH:32]=1)[CH2:2][CH2:3][CH3:4], predict the reactants needed to synthesize it. The reactants are: [CH2:1]([O:5][C:6]1[CH:7]=[C:8](/[CH:13]=[C:14](\[CH3:20])/[C:15]([O:17][CH2:18][CH3:19])=[O:16])[CH:9]=[CH:10][C:11]=1I)[CH2:2][CH2:3][CH3:4].[CH3:21][N:22]([C:31]1[CH:32]=[C:33](B(O)O)[CH:34]=[CH:35][CH:36]=1)[C:23]([NH:25][CH2:26][CH2:27][CH2:28][CH2:29][CH3:30])=[O:24].P([O-])([O-])([O-])=O.[K+].[K+].[K+]. (2) Given the product [CH3:1][O:2][C:3]1[C:4]([CH3:25])=[C:5]([C:16]([O:23][CH3:24])=[C:17]([O:21][CH3:22])[C:18]=1[O:19][CH3:20])[CH2:6][C:7]1[CH:8]=[CH:9][C:10]([O:15][CH2:32][C:33]2[CH:38]=[CH:37][CH:36]=[CH:35][CH:34]=2)=[C:11]([CH:14]=1)[CH:12]=[O:13], predict the reactants needed to synthesize it. The reactants are: [CH3:1][O:2][C:3]1[C:4]([CH3:25])=[C:5]([C:16]([O:23][CH3:24])=[C:17]([O:21][CH3:22])[C:18]=1[O:19][CH3:20])[CH2:6][C:7]1[CH:8]=[CH:9][C:10]([OH:15])=[C:11]([CH:14]=1)[CH:12]=[O:13].C(=O)([O-])[O-].[Na+].[Na+].[CH2:32](Br)[C:33]1[CH:38]=[CH:37][CH:36]=[CH:35][CH:34]=1. (3) Given the product [CH3:11][NH:12][C:2]1[CH:7]=[CH:6][C:5]([N+:8]([O-:10])=[O:9])=[CH:4][CH:3]=1, predict the reactants needed to synthesize it. The reactants are: Cl[C:2]1[CH:7]=[CH:6][C:5]([N+:8]([O-:10])=[O:9])=[CH:4][CH:3]=1.[CH3:11][NH2:12].